Dataset: Experimentally validated miRNA-target interactions with 360,000+ pairs, plus equal number of negative samples. Task: Binary Classification. Given a miRNA mature sequence and a target amino acid sequence, predict their likelihood of interaction. (1) The miRNA is mmu-miR-17-5p with sequence CAAAGUGCUUACAGUGCAGGUAG. The protein sequence of the target gene is METPPLPPACTKQGHQKPLDSKDENPEKHCPLTVNPWHMKKAFKVMNELRSQNLLCDVTIVAEDMEIPAHRVVLAACSPYFHAMFTGEMSESRAKRVRIKEVDGWTLRMLVDYVYTAEIQVTEENVQVLLPAAGLLQLQDVKKTCCEFLESQLHPVNCLGIRAFADMHACTDLLNKANTYAEQHFADVVLSEEFLNLGIEQVCSLISSDKLTISSEEKVFEAVIAWVNHDKDVRQEFMARLMEHVRLPLLPREYLVQRVEEEALVKNSSACKDYLIEAMKYHLLPTEQRMLMKSVRTRLR.... Result: 1 (interaction). (2) The miRNA is hsa-let-7b-5p with sequence UGAGGUAGUAGGUUGUGUGGUU. The protein sequence of the target gene is MDSSSSSSAAGLGAVDPQLQHFIEVETQKQRFQQLVHQMTELCWEKCMDKPGPKLDSRAEACFVNCVERFIDTSQFILNRLEQTQKSKPVFSESLSD. Result: 1 (interaction). (3) The miRNA is hsa-miR-431-3p with sequence CAGGUCGUCUUGCAGGGCUUCU. The protein sequence of the target gene is MPNPRPAKPMAPSLALGPSPGVLPSWKTAPKGSELLGTRGSGGPFQGRDLRSGAHTSSSLNPLPPSQLQLPTVPLVMVAPSGARLGPSPHLQALLQDRPHFMHQLSTVDAHAQTPVLQVRPLDNPAMISLPPPSAATGVFSLKARPGLPPGINVASLEWVSREPALLCTFPRSGTPRKDSNLLAAPQGSYPLLANGVCKWPGCEKVFEEPEEFLKHCQADHLLDEKGKAQCLLQREVVQSLEQQLELEKEKLGAMQAHLAGKMALAKAPSVASMDKSSCCIVATSTQGSVLPAWSAPREA.... Result: 0 (no interaction). (4) The miRNA is hsa-miR-590-3p with sequence UAAUUUUAUGUAUAAGCUAGU. The protein sequence of the target gene is METEQPEETFPNTETNGEFGKRPAEDMEEEQAFKRSRNTDEMVELRILLQSKNAGAVIGKGGKNIKALRTDYNASVSVPDSSGPERILSISADIETIGEILKKIIPTLEEGLQLPSPTATSQLPLESDAVECLNYQHYKGSDFDCELRLLIHQSLAGGIIGVKGAKIKELRENTQTTIKLFQECCPHSTDRVVLIGGKPDRVVECIKIILDLISESPIKGRAQPYDPNFYDETYDYGGFTMMFDDRRGRPVGFPMRGRGGFDRMPPGRGGRPMPPSRRDYDDMSPRRGPPPPPPGRGGRG.... Result: 1 (interaction). (5) The miRNA is hsa-miR-1910-3p with sequence GAGGCAGAAGCAGGAUGACA. The protein sequence of the target gene is MGATGRLELTLAAPPHPGPAFQRSKARETQGEEEGSEMQIAKSDSIHHMSHSQGQPELPPLPASANEEPSGLYQTVMSHSFYPPLMQRTSWTLAAPFKEQHHHRGPSDSIANNYSLMAQDLKLKDLLKVYQPATISVPRDRTGQGLPSSGNRSSSEPMRKKTKFSSRNKEDSTRIKLAFKTSIFSPMKKEVKTSLTFPGSRPMSPEQQLDVMLQQEMEMESKEKKPSESDLERYYYYLTNGIRKDMIAPEEGEVMVRISKLISNTLLTSPFLEPLMVVLVQEKENDYYCSLMKSIVDYIL.... Result: 0 (no interaction). (6) The protein sequence of the target gene is MEDSSTDTEKEEEEEKDEKDQEPIYAIVPTINIQDERFVDLSETPAFIFLHELHAMGKLPGTRMAALKAKYTLLHDAVMSTQESEVQLLQNAKRFTEQIQQQQFHLQQADNFPEAFSTEVSKMREQLLKYQNEYNAVKEREFHNQYRLNSLKEEKIIIVKEFEKITKPGEMEKKMKILRESTEELRKEIMQKKLEIKNLREDLASKQKQLLKEQKELEELLGHQVVLKDEVAHHQTIPVQIGKEIEKITRKKVEMEKKKIVLEQEVKTLNDSLKKVENKVSAIVDEKENVIKEVEGKRAL.... The miRNA is mmu-miR-709 with sequence GGAGGCAGAGGCAGGAGGA. Result: 0 (no interaction). (7) The miRNA is hsa-miR-1227-3p with sequence CGUGCCACCCUUUUCCCCAG. The protein sequence of the target gene is MTQMSQVQELFHEAAQQDALAQPQPWWKTQLFMWEPVLFGTWDGVFTSCMINIFGVVLFLRTGWLVGNTGVLLGMFLVSFVILVALVTVLSGIGVGERSSIGSGGVYSMISSVLGGQTGGTIGLLYVFGQCVAGAMYITGFAESISDLLGLGNIWAVRGISVAVLLALLGINLAGVKWIIRLQLLLLFLLAVSTLDFVVGSFTHLDPEHGFIGYSPELLQNNTLPDYSPGESFFTVFGVFFPAATGVMAGFNMGGDLREPAASIPLGSLAAVGISWFLYIIFVFLLGAICTREALRYDFL.... Result: 1 (interaction).